This data is from Reaction yield outcomes from USPTO patents with 853,638 reactions. The task is: Predict the reaction yield, written as a fraction of the theoretical maximum amount of product (1.0 means a 100% yield; for example, 0.34 means a 34% yield). (1) The reactants are N12CCCN=C1CC[CH2:4][CH2:3][CH2:2]2.IC(C)C.[OH:16][C@H:17]([C:23]1[CH:28]=[CH:27][C:26]([N:29]2[C:33](=[O:34])[CH2:32][O:31][C@@H:30]2[CH2:35][CH2:36][CH2:37][C:38]2[S:42][C:41]([C:43]([OH:45])=[O:44])=[CH:40][CH:39]=2)=[CH:25][CH:24]=1)[CH2:18][CH2:19][CH2:20][CH2:21][CH3:22]. The catalyst is CC(C)=O. The product is [OH:16][C@H:17]([C:23]1[CH:24]=[CH:25][C:26]([N:29]2[C:33](=[O:34])[CH2:32][O:31][C@@H:30]2[CH2:35][CH2:36][CH2:37][C:38]2[S:42][C:41]([C:43]([O:45][CH:3]([CH3:4])[CH3:2])=[O:44])=[CH:40][CH:39]=2)=[CH:27][CH:28]=1)[CH2:18][CH2:19][CH2:20][CH2:21][CH3:22]. The yield is 0.740. (2) The reactants are [C:1]1([C:7]2[CH:8]=[CH:9]C(C#N)=[N:11][CH:12]=2)[CH:6]=[CH:5][CH:4]=[CH:3][CH:2]=1.[OH-:15].[Na+].[CH2:17]([OH:19])[CH3:18]. The catalyst is O. The product is [C:1]1([C:7]2[CH:8]=[CH:9][C:18]([C:17]([OH:15])=[O:19])=[N:11][CH:12]=2)[CH:6]=[CH:5][CH:4]=[CH:3][CH:2]=1. The yield is 0.750. (3) The reactants are Br.Br[CH:3]([C:5]1[CH:6]=[C:7]([C:22]([N:24]([CH3:26])[CH3:25])=[O:23])[CH:8]=[C:9]2[C:14]=1[O:13][C:12]([N:15]1[CH2:20][CH2:19][O:18][CH2:17][CH2:16]1)=[CH:11][C:10]2=[O:21])[CH3:4].[F:27][C:28]1[CH:29]=[C:30]([CH:32]=[C:33]([F:35])[CH:34]=1)[NH2:31]. The catalyst is CN(C=O)C. The product is [F:27][C:28]1[CH:29]=[C:30]([NH:31][CH:3]([C:5]2[CH:6]=[C:7]([C:22]([N:24]([CH3:26])[CH3:25])=[O:23])[CH:8]=[C:9]3[C:14]=2[O:13][C:12]([N:15]2[CH2:20][CH2:19][O:18][CH2:17][CH2:16]2)=[CH:11][C:10]3=[O:21])[CH3:4])[CH:32]=[C:33]([F:35])[CH:34]=1. The yield is 0.685. (4) The reactants are [CH3:1][O:2][C:3]1[CH:8]=[CH:7][C:6]([S:9](Cl)(=[O:11])=[O:10])=[CH:5][CH:4]=1.[CH3:13][O:14][C:15]1[CH:21]=[CH:20][CH:19]=[CH:18][C:16]=1[NH2:17].C(N(CC)CC)C. The catalyst is ClCCl. The product is [CH3:13][O:14][C:15]1[CH:21]=[CH:20][CH:19]=[CH:18][C:16]=1[NH:17][S:9]([C:6]1[CH:7]=[CH:8][C:3]([O:2][CH3:1])=[CH:4][CH:5]=1)(=[O:11])=[O:10]. The yield is 0.440. (5) The reactants are [CH2:1]([NH:8][C@H:9]([C:12]([OH:14])=[O:13])[CH2:10][OH:11])[C:2]1[CH:7]=[CH:6][CH:5]=[CH:4][CH:3]=1.Cl[CH2:16][C:17](Cl)=[O:18]. The catalyst is [OH-].[Na+]. The product is [O:18]=[C:17]1[N:8]([CH2:1][C:2]2[CH:7]=[CH:6][CH:5]=[CH:4][CH:3]=2)[C@H:9]([C:12]([OH:14])=[O:13])[CH2:10][O:11][CH2:16]1. The yield is 0.190. (6) The reactants are [C:1]([C:5]1[CH:6]=[CH:7][C:8]2[CH2:9][C:10]3[C:15]([C:16]=2[CH:17]=1)=[CH:14][C:13]([C:18]([CH3:21])([CH3:20])[CH3:19])=[CH:12][CH:11]=3)([CH3:4])([CH3:3])[CH3:2].CCCCCC.[Li]CCCC.[CH:33]1([CH:39]=[C:40]2[CH:44]=[CH:43][CH:42]=[CH:41]2)[CH2:38][CH2:37][CH2:36][CH2:35]C1. The catalyst is C1COCC1. The product is [CH:40]1([C:39]2([C:11]3[C:10]4[CH2:9][C:8]5[C:16](=[CH:17][C:5]([C:1]([CH3:4])([CH3:3])[CH3:2])=[CH:6][CH:7]=5)[C:15]=4[CH:14]=[C:13]([C:18]([CH3:21])([CH3:20])[CH3:19])[CH:12]=3)[CH2:35][CH2:36][CH2:37][CH2:38][CH2:33]2)[CH:41]=[CH:42][CH:43]=[CH:44]1. The yield is 0.440.